This data is from Catalyst prediction with 721,799 reactions and 888 catalyst types from USPTO. The task is: Predict which catalyst facilitates the given reaction. (1) Reactant: Br[C:2]1[N:30]=[CH:29][CH:28]=[CH:27][C:3]=1[C:4]([NH:6][C@H:7]([C:9]1[N:10]([C:21]2[CH:26]=[CH:25][CH:24]=[CH:23][CH:22]=2)[C:11](=[O:20])[C:12]2[C:17]([CH:18]=1)=[CH:16][CH:15]=[CH:14][C:13]=2[Cl:19])[CH3:8])=[O:5].[NH:31]1[CH2:36][CH2:35][O:34][CH2:33][CH2:32]1. Product: [Cl:19][C:13]1[CH:14]=[CH:15][CH:16]=[C:17]2[C:12]=1[C:11](=[O:20])[N:10]([C:21]1[CH:26]=[CH:25][CH:24]=[CH:23][CH:22]=1)[C:9]([C@@H:7]([NH:6][C:4](=[O:5])[C:3]1[CH:27]=[CH:28][CH:29]=[N:30][C:2]=1[N:31]1[CH2:36][CH2:35][O:34][CH2:33][CH2:32]1)[CH3:8])=[CH:18]2. The catalyst class is: 12. (2) Reactant: [Br:1][C:2]1[CH:3]=[N:4][C:5]2[CH:6](O)[CH2:7][CH2:8][C:9]=2[CH:10]=1.[C:12]1(=[O:22])[C:20]2[C:15](=[CH:16][CH:17]=[CH:18][CH:19]=2)[C:14](=[O:21])[NH:13]1.C1(P(C2C=CC=CC=2)C2C=CC=CC=2)C=CC=CC=1.N(C(OC(C)(C)C)=O)=NC(OC(C)(C)C)=O. Product: [Br:1][C:2]1[CH:10]=[C:9]2[CH2:8][CH2:7][CH:6]([N:13]3[C:14](=[O:21])[C:15]4[C:20](=[CH:19][CH:18]=[CH:17][CH:16]=4)[C:12]3=[O:22])[C:5]2=[N:4][CH:3]=1. The catalyst class is: 1. (3) Reactant: CC1C=CC(S(O[CH2:12][CH:13]2[CH2:17][CH2:16][O:15][CH2:14]2)(=O)=O)=CC=1.[C:18]1(=[O:28])[NH:22][C:21](=[O:23])[C:20]2=[CH:24][CH:25]=[CH:26][CH:27]=[C:19]12.[K]. Product: [O:15]1[CH2:16][CH2:17][CH:13]([CH2:12][N:22]2[C:18](=[O:28])[C:19]3[C:20](=[CH:24][CH:25]=[CH:26][CH:27]=3)[C:21]2=[O:23])[CH2:14]1. The catalyst class is: 9. (4) Reactant: [CH:1]1[C:10]2[C:5](=[CH:6][C:7]([C:11]3[S:15][C:14]([NH:16][C:17](=O)OC(C)(C)C)=[N:13][N:12]=3)=[CH:8][CH:9]=2)[CH:4]=[CH:3][N:2]=1.C(=O)([O-])[O-].[Cs+].[Cs+].[F:30][C:31]([F:49])([F:48])[C:32]1[CH:37]=[CH:36][C:35]([C@H:38]2[C@@H:45]3[N:41](S(=O)(=O)OC3)[CH2:40][CH2:39]2)=[CH:34][CH:33]=1. Product: [CH:1]1[C:10]2[C:5](=[CH:6][C:7]([C:11]3[S:15][C:14]([NH:16][CH2:17][C@@H:45]4[C@H:38]([C:35]5[CH:36]=[CH:37][C:32]([C:31]([F:30])([F:48])[F:49])=[CH:33][CH:34]=5)[CH2:39][CH2:40][NH:41]4)=[N:13][N:12]=3)=[CH:8][CH:9]=2)[CH:4]=[CH:3][N:2]=1. The catalyst class is: 3. (5) Reactant: Cl.[Cl:2][C:3]1[CH:8]=[CH:7][C:6]([CH2:9][CH2:10][NH:11]C(=O)OC(C)(C)C)=[CH:5][C:4]=1[C:19]([NH:21][CH2:22][C:23]12[CH2:32][CH:27]3[CH2:28][CH:29]([CH2:31][CH:25]([CH2:26]3)[CH2:24]1)[CH2:30]2)=[O:20]. Product: [ClH:2].[NH2:11][CH2:10][CH2:9][C:6]1[CH:7]=[CH:8][C:3]([Cl:2])=[C:4]([CH:5]=1)[C:19]([NH:21][CH2:22][C:23]12[CH2:30][CH:29]3[CH2:31][CH:25]([CH2:26][CH:27]([CH2:28]3)[CH2:32]1)[CH2:24]2)=[O:20]. The catalyst class is: 138. (6) Reactant: C(=O)([O-])[O-].[K+].[K+].[Cl:7][C:8]1[CH:13]=[C:12]([Cl:14])[C:11]([N+:15]([O-:17])=[O:16])=[CH:10][C:9]=1[OH:18].[CH2:19](Br)[C:20]1[CH:25]=[CH:24][CH:23]=[CH:22][CH:21]=1.O. Product: [CH2:19]([O:18][C:9]1[CH:10]=[C:11]([N+:15]([O-:17])=[O:16])[C:12]([Cl:14])=[CH:13][C:8]=1[Cl:7])[C:20]1[CH:25]=[CH:24][CH:23]=[CH:22][CH:21]=1. The catalyst class is: 21. (7) Reactant: [N:1]1([C:7]([O:9][C:10]([CH3:13])([CH3:12])[CH3:11])=[O:8])[CH2:6][CH2:5][NH:4][CH2:3][CH2:2]1.C(N(CC)CC)C.[Br:21][C:22]1[CH:27]=[CH:26][C:25]([S:28](Cl)(=[O:30])=[O:29])=[CH:24][CH:23]=1. Product: [C:10]([O:9][C:7]([N:1]1[CH2:6][CH2:5][N:4]([S:28]([C:25]2[CH:26]=[CH:27][C:22]([Br:21])=[CH:23][CH:24]=2)(=[O:30])=[O:29])[CH2:3][CH2:2]1)=[O:8])([CH3:13])([CH3:12])[CH3:11]. The catalyst class is: 12. (8) Product: [CH2:1]([N:3]([CH3:19])[C:4]([C@@H:6]1[CH2:11][CH2:10][CH2:9][NH:8][CH2:7]1)=[O:5])[CH3:2]. Reactant: [CH2:1]([N:3]([CH3:19])[C:4]([C@@H:6]1[CH2:11][CH2:10][CH2:9][N:8](C(OC(C)(C)C)=O)[CH2:7]1)=[O:5])[CH3:2].Cl. The catalyst class is: 27. (9) Reactant: C(N(CC)C(C)C)(C)C.[Br:10][C:11]1[CH:19]=[CH:18][C:14]([C:15]([OH:17])=O)=[C:13]([N+:20]([O-:22])=[O:21])[CH:12]=1.[N:23]1([CH2:28][CH2:29][CH2:30][NH2:31])[CH2:27][CH2:26][CH2:25][CH2:24]1.F[P-](F)(F)(F)(F)F.N1(OC(N(C)C)=[N+](C)C)C2N=CC=CC=2N=N1. Product: [Br:10][C:11]1[CH:19]=[CH:18][C:14]([C:15]([NH:31][CH2:30][CH2:29][CH2:28][N:23]2[CH2:27][CH2:26][CH2:25][CH2:24]2)=[O:17])=[C:13]([N+:20]([O-:22])=[O:21])[CH:12]=1. The catalyst class is: 136.